From a dataset of Catalyst prediction with 721,799 reactions and 888 catalyst types from USPTO. Predict which catalyst facilitates the given reaction. (1) Reactant: [CH3:1][CH:2]1[CH2:11][CH2:10][CH:9]2[CH:4]([CH2:5][CH2:6][CH2:7][CH2:8]2)[NH:3]1.[CH2:12]([I:14])[CH3:13].C(O)(C)C. Product: [IH:14].[CH2:12]([NH+:3]1[CH:4]2[CH:9]([CH2:8][CH2:7][CH2:6][CH2:5]2)[CH2:10][CH2:11][CH:2]1[CH3:1])[CH3:13]. The catalyst class is: 10. (2) Product: [CH2:18]([O:17][CH:13]([C:7]1[CH:12]=[CH:11][CH:10]=[CH:9][CH:8]=1)[C:14]([CH3:16])=[CH2:15])[CH:19]=[CH:20][CH3:21]. The catalyst class is: 807. Reactant: CC([O-])(C)C.[K+].[C:7]1([CH:13]([OH:17])[C:14]([CH3:16])=[CH2:15])[CH:12]=[CH:11][CH:10]=[CH:9][CH:8]=1.[CH2:18](Cl)[CH:19]=[CH:20][CH3:21]. (3) Reactant: [CH:1]1([N:4]([CH2:39][C:40]2[CH:45]=[C:44]([CH2:46][CH2:47][CH2:48][O:49][CH3:50])[CH:43]=[C:42]([O:51][CH2:52][C@@H:53]3[CH2:55][C@H:54]3[C:56]([O:58]CC)=[O:57])[CH:41]=2)[C:5]([C@@H:7]2[C@@H:12]([C:13]3[CH:18]=[CH:17][C:16]([O:19][CH2:20][CH2:21][O:22][C:23]4[C:28]([Cl:29])=[CH:27][C:26]([CH3:30])=[CH:25][C:24]=4[Cl:31])=[CH:15][CH:14]=3)[CH2:11][CH2:10][N:9]([C:32]([O:34][C:35]([CH3:38])([CH3:37])[CH3:36])=[O:33])[CH2:8]2)=[O:6])[CH2:3][CH2:2]1.[OH-].[Na+]. Product: [C:35]([O:34][C:32]([N:9]1[CH2:10][CH2:11][C@H:12]([C:13]2[CH:18]=[CH:17][C:16]([O:19][CH2:20][CH2:21][O:22][C:23]3[C:28]([Cl:29])=[CH:27][C:26]([CH3:30])=[CH:25][C:24]=3[Cl:31])=[CH:15][CH:14]=2)[C@@H:7]([C:5]([N:4]([CH2:39][C:40]2[CH:41]=[C:42]([CH:43]=[C:44]([CH2:46][CH2:47][CH2:48][O:49][CH3:50])[CH:45]=2)[O:51][CH2:52][C@@H:53]2[CH2:55][C@H:54]2[C:56]([OH:58])=[O:57])[CH:1]2[CH2:2][CH2:3]2)=[O:6])[CH2:8]1)=[O:33])([CH3:37])([CH3:36])[CH3:38]. The catalyst class is: 8. (4) Reactant: [CH3:1][S:2]([OH:5])(=[O:4])=[O:3].[CH3:6][C:7]1([CH3:27])[CH2:12][C:11]([CH3:14])([CH3:13])[CH2:10][CH:9]([C:15]2[CH:20]=[CH:19][CH:18]=[CH:17][C:16]=2[N:21]2[CH2:26][CH2:25][NH:24][CH2:23][CH2:22]2)[CH2:8]1.[OH-].[Na+].C(O[BH-](O[C:40](=O)[CH3:41])OC(=O)C)(=O)C.[Na+].CS(O)(=O)=O.CO[C:51](C)(C)[CH3:52]. Product: [CH3:1][S:2]([OH:5])(=[O:4])=[O:3].[CH:40]1([CH2:41][N:24]2[CH2:23][CH2:22][N:21]([C:16]3[CH:17]=[CH:18][CH:19]=[CH:20][C:15]=3[CH:9]3[CH2:8][C:7]([CH3:27])([CH3:6])[CH2:12][C:11]([CH3:13])([CH3:14])[CH2:10]3)[CH2:26][CH2:25]2)[CH2:52][CH2:51]1. The catalyst class is: 194. (5) Reactant: Cl[C:2]1[C:7]([C:8]#[N:9])=[CH:6][N:5]=[C:4]2[C:10]3[CH:16]=[CH:15][CH:14]=[CH:13][C:11]=3[O:12][C:3]=12.[Br:17][C:18]1[CH:19]=[C:20]([CH:22]=[CH:23][CH:24]=1)[NH2:21]. Product: [Br:17][C:18]1[CH:19]=[C:20]([NH:21][C:2]2[C:7]([C:8]#[N:9])=[CH:6][N:5]=[C:4]3[C:10]4[CH:16]=[CH:15][CH:14]=[CH:13][C:11]=4[O:12][C:3]=23)[CH:22]=[CH:23][CH:24]=1. The catalyst class is: 486. (6) Reactant: [CH3:1][S:2][C:3]1[CH:11]=[CH:10][CH:9]=[CH:8][C:4]=1[C:5](O)=[O:6].O. Product: [CH3:1][S:2][C:3]1[CH:11]=[CH:10][CH:9]=[CH:8][C:4]=1[CH2:5][OH:6]. The catalyst class is: 11. (7) Reactant: [OH:1][C:2]1[CH:3]=[C:4]2[C:9](=[CH:10][CH:11]=1)[CH2:8][NH:7][CH2:6][CH2:5]2.[C:12](O[C:12]([O:14][C:15]([CH3:18])([CH3:17])[CH3:16])=[O:13])([O:14][C:15]([CH3:18])([CH3:17])[CH3:16])=[O:13].O. Product: [C:15]([O:14][C:12]([N:7]1[CH2:6][CH2:5][C:4]2[C:9](=[CH:10][CH:11]=[C:2]([OH:1])[CH:3]=2)[CH2:8]1)=[O:13])([CH3:18])([CH3:17])[CH3:16]. The catalyst class is: 2. (8) Reactant: ClC1C=CC2C3C(=CN=CC=3)C(C=C)OC=2C=1.OC[C@@H]([N:25]1[C:33](=[O:34])[C:32]2[C:27](=[CH:28][CH:29]=[CH:30][CH:31]=2)[C:26]1=[O:35])CC(C)C.C(P(C(C)(C)C)C1(C(C)C)CC(C(C)C)=CC(C(C)C)=C1C1C=CC=CC=1)(C)(C)C.C(=O)([O-])[O-].[Cs+].[Cs+]. Product: [C:26]1(=[O:35])[C:27]2[C:32](=[CH:31][CH:30]=[CH:29][CH:28]=2)[C:33](=[O:34])[NH:25]1. The catalyst class is: 164.